This data is from Peptide-MHC class I binding affinity with 185,985 pairs from IEDB/IMGT. The task is: Regression. Given a peptide amino acid sequence and an MHC pseudo amino acid sequence, predict their binding affinity value. This is MHC class I binding data. (1) The peptide sequence is FHNEFTQRL. The MHC is HLA-A02:16 with pseudo-sequence HLA-A02:16. The binding affinity (normalized) is 0.0847. (2) The peptide sequence is GEEFFHQYL. The MHC is HLA-B40:01 with pseudo-sequence HLA-B40:01. The binding affinity (normalized) is 0.781. (3) The peptide sequence is RPMTFKAAV. The MHC is HLA-B40:01 with pseudo-sequence HLA-B40:01. The binding affinity (normalized) is 0. (4) The peptide sequence is HEVHAVWPG. The MHC is HLA-A68:02 with pseudo-sequence HLA-A68:02. The binding affinity (normalized) is 0.0847. (5) The peptide sequence is SVFPFDGTR. The MHC is HLA-B40:01 with pseudo-sequence HLA-B40:01. The binding affinity (normalized) is 0.0847. (6) The peptide sequence is YFVCWHTHNY. The MHC is HLA-A31:01 with pseudo-sequence HLA-A31:01. The binding affinity (normalized) is 0.283. (7) The peptide sequence is SVIGVQTTEI. The MHC is H-2-Db with pseudo-sequence H-2-Db. The binding affinity (normalized) is 0.184.